Dataset: NCI-60 drug combinations with 297,098 pairs across 59 cell lines. Task: Regression. Given two drug SMILES strings and cell line genomic features, predict the synergy score measuring deviation from expected non-interaction effect. (1) Drug 1: C1CCN(CC1)CCOC2=CC=C(C=C2)C(=O)C3=C(SC4=C3C=CC(=C4)O)C5=CC=C(C=C5)O. Drug 2: CC(C)CN1C=NC2=C1C3=CC=CC=C3N=C2N. Cell line: K-562. Synergy scores: CSS=0.812, Synergy_ZIP=3.37, Synergy_Bliss=5.04, Synergy_Loewe=-3.95, Synergy_HSA=-3.44. (2) Cell line: SNB-75. Drug 1: C1C(C(OC1N2C=NC3=C(N=C(N=C32)Cl)N)CO)O. Synergy scores: CSS=0.868, Synergy_ZIP=0.678, Synergy_Bliss=-0.127, Synergy_Loewe=-0.961, Synergy_HSA=-1.45. Drug 2: CCC1(CC2CC(C3=C(CCN(C2)C1)C4=CC=CC=C4N3)(C5=C(C=C6C(=C5)C78CCN9C7C(C=CC9)(C(C(C8N6C)(C(=O)OC)O)OC(=O)C)CC)OC)C(=O)OC)O.OS(=O)(=O)O. (3) Drug 1: CCC1=C2CN3C(=CC4=C(C3=O)COC(=O)C4(CC)O)C2=NC5=C1C=C(C=C5)O. Drug 2: CN(C(=O)NC(C=O)C(C(C(CO)O)O)O)N=O. Cell line: CAKI-1. Synergy scores: CSS=22.6, Synergy_ZIP=-7.71, Synergy_Bliss=1.48, Synergy_Loewe=-27.3, Synergy_HSA=-0.537. (4) Drug 1: C1CN1P(=S)(N2CC2)N3CC3. Drug 2: C1CN(CCN1C(=O)CCBr)C(=O)CCBr. Synergy scores: CSS=37.5, Synergy_ZIP=-8.37, Synergy_Bliss=2.49, Synergy_Loewe=-3.53, Synergy_HSA=2.95. Cell line: NCIH23.